From a dataset of Full USPTO retrosynthesis dataset with 1.9M reactions from patents (1976-2016). Predict the reactants needed to synthesize the given product. Given the product [NH2:2][C:3]1[CH:11]=[CH:10][C:9]([O:12][CH2:13][CH2:14][OH:15])=[CH:8][C:4]=1[C:5]([O:7][CH3:16])=[O:6], predict the reactants needed to synthesize it. The reactants are: Cl.[NH2:2][C:3]1[CH:11]=[CH:10][C:9]([O:12][CH2:13][CH2:14][OH:15])=[CH:8][C:4]=1[C:5]([OH:7])=[O:6].[CH3:16][Si](C=[N+]=[N-])(C)C.